Task: Predict which catalyst facilitates the given reaction.. Dataset: Catalyst prediction with 721,799 reactions and 888 catalyst types from USPTO (1) Reactant: [Cl:1][C:2]1[CH:25]=[CH:24][CH:23]=[C:22]([F:26])[C:3]=1[O:4][C:5]1[CH2:9][N:8]([C@@H:10]([CH2:14][CH:15]2[CH2:20][CH2:19][CH2:18][CH2:17][CH2:16]2)[C:11](O)=[O:12])[C:7](=[O:21])[CH:6]=1.[CH3:27][N:28]1[CH:32]=[CH:31][C:30]([NH2:33])=[N:29]1.F[P-](F)(F)(F)(F)F.N1(O[P+](N(C)C)(N(C)C)N(C)C)C2C=CC=CC=2N=N1.C(N(CC)C(C)C)(C)C. Product: [Cl:1][C:2]1[CH:25]=[CH:24][CH:23]=[C:22]([F:26])[C:3]=1[O:4][C:5]1[CH2:9][N:8]([C@@H:10]([CH2:14][CH:15]2[CH2:20][CH2:19][CH2:18][CH2:17][CH2:16]2)[C:11]([NH:33][C:30]2[CH:31]=[CH:32][N:28]([CH3:27])[N:29]=2)=[O:12])[C:7](=[O:21])[CH:6]=1. The catalyst class is: 42. (2) Product: [CH3:1][O:2][C:3]1[CH:4]=[CH:5][C:6]([CH2:7][N:8]2[CH:17]=[C:16]3[C:10]([CH2:11][CH:12]([CH3:22])[CH2:13][C:14]4[S:20][C:19]([NH:21][C:26]5[N:31]=[C:30]([CH3:32])[CH:29]=[CH:28][N:27]=5)=[N:18][C:15]=43)=[N:9]2)=[CH:23][CH:24]=1. Reactant: [CH3:1][O:2][C:3]1[CH:24]=[CH:23][C:6]([CH2:7][N:8]2[CH:17]=[C:16]3[C:10]([CH2:11][CH:12]([CH3:22])[CH2:13][C:14]4[S:20][C:19]([NH2:21])=[N:18][C:15]=43)=[N:9]2)=[CH:5][CH:4]=1.Cl[C:26]1[N:31]=[C:30]([CH3:32])[CH:29]=[CH:28][N:27]=1.CC1(C)C2C(=C(P(C3C=CC=CC=3)C3C=CC=CC=3)C=CC=2)OC2C(P(C3C=CC=CC=3)C3C=CC=CC=3)=CC=CC1=2.C([O-])([O-])=O.[Cs+].[Cs+]. The catalyst class is: 62. (3) Reactant: C[O:2][C:3]1[CH:4]=[C:5]2[C:9](=[CH:10][C:11]=1[C:12]([F:15])([F:14])[F:13])[N:8]([CH3:16])[CH:7]=[C:6]2[CH3:17].B(Br)(Br)Br. Product: [CH3:16][N:8]1[C:9]2[C:5](=[CH:4][C:3]([OH:2])=[C:11]([C:12]([F:13])([F:14])[F:15])[CH:10]=2)[C:6]([CH3:17])=[CH:7]1. The catalyst class is: 2. (4) Reactant: [C:1]([C:3]1[CH:4]=[C:5]([CH:33]=[CH:34][CH:35]=1)[C:6]([NH:8][C:9]1[C:10]([CH3:32])=[C:11]2[C:17]([CH:18]3[CH2:23][CH2:22][N:21](C(OC(C)(C)C)=O)[CH2:20][CH2:19]3)=[CH:16][N:15]([CH3:31])[C:12]2=[N:13][CH:14]=1)=[O:7])#[N:2].Cl.O1CCOCC1. Product: [C:1]([C:3]1[CH:4]=[C:5]([CH:33]=[CH:34][CH:35]=1)[C:6]([NH:8][C:9]1[C:10]([CH3:32])=[C:11]2[C:17]([CH:18]3[CH2:19][CH2:20][NH:21][CH2:22][CH2:23]3)=[CH:16][N:15]([CH3:31])[C:12]2=[N:13][CH:14]=1)=[O:7])#[N:2]. The catalyst class is: 2.